This data is from Peptide-MHC class I binding affinity with 185,985 pairs from IEDB/IMGT. The task is: Regression. Given a peptide amino acid sequence and an MHC pseudo amino acid sequence, predict their binding affinity value. This is MHC class I binding data. (1) The peptide sequence is YDRLASTVI. The MHC is HLA-B48:01 with pseudo-sequence HLA-B48:01. The binding affinity (normalized) is 0.0847. (2) The peptide sequence is SPVIVNGAM. The MHC is HLA-A30:01 with pseudo-sequence HLA-A30:01. The binding affinity (normalized) is 0.0847. (3) The MHC is Mamu-B08 with pseudo-sequence Mamu-B08. The peptide sequence is QLLSCCRF. The binding affinity (normalized) is 0. (4) The peptide sequence is KQWGWFALL. The MHC is HLA-B39:01 with pseudo-sequence HLA-B39:01. The binding affinity (normalized) is 0.376. (5) The peptide sequence is MAHLFVTT. The MHC is H-2-Db with pseudo-sequence H-2-Db. The binding affinity (normalized) is 0. (6) The peptide sequence is MMMGMFNMLS. The MHC is HLA-A02:02 with pseudo-sequence HLA-A02:02. The binding affinity (normalized) is 0.926. (7) The peptide sequence is MQFPTAFEF. The MHC is Mamu-B52 with pseudo-sequence Mamu-B52. The binding affinity (normalized) is 0.765.